This data is from Forward reaction prediction with 1.9M reactions from USPTO patents (1976-2016). The task is: Predict the product of the given reaction. (1) Given the reactants [Si:1]([O:8][CH2:9][C:10]1[CH:15]=[C:14]([C:16]([O:18][CH3:19])=[O:17])[CH:13]=[C:12]([CH:20]=O)[N:11]=1)([C:4]([CH3:7])([CH3:6])[CH3:5])([CH3:3])[CH3:2].[CH2:22]([C:24]1[N:25]([CH2:31][C:32]2[CH:37]=[CH:36][C:35]([F:38])=[CH:34][CH:33]=2)[C:26]([CH2:29][NH2:30])=[N:27][N:28]=1)[CH3:23], predict the reaction product. The product is: [Si:1]([O:8][CH2:9][C:10]1[CH:15]=[C:14]([C:16]([O:18][CH3:19])=[O:17])[CH:13]=[C:12]([CH2:20][NH:30][CH2:29][C:26]2[N:25]([CH2:31][C:32]3[CH:37]=[CH:36][C:35]([F:38])=[CH:34][CH:33]=3)[C:24]([CH2:22][CH3:23])=[N:28][N:27]=2)[N:11]=1)([C:4]([CH3:5])([CH3:6])[CH3:7])([CH3:2])[CH3:3]. (2) Given the reactants [Si]([O:8][C:9]1[CH:14]=[CH:13][C:12]([NH:15][C:16]([NH:18][CH2:19][C:20]2[CH:21]=[C:22]3[C:26](=[CH:27][CH:28]=2)[C:25](=[O:29])[N:24]([CH:30]2[CH2:35][CH2:34][C:33](=[O:36])[NH:32][C:31]2=[O:37])[CH2:23]3)=[O:17])=[CH:11][C:10]=1[CH3:38])(C(C)(C)C)(C)C.Cl, predict the reaction product. The product is: [O:37]=[C:31]1[CH:30]([N:24]2[CH2:23][C:22]3[C:26](=[CH:27][CH:28]=[C:20]([CH2:19][NH:18][C:16]([NH:15][C:12]4[CH:13]=[CH:14][C:9]([OH:8])=[C:10]([CH3:38])[CH:11]=4)=[O:17])[CH:21]=3)[C:25]2=[O:29])[CH2:35][CH2:34][C:33](=[O:36])[NH:32]1. (3) The product is: [N:19]1[S:23][N:22]=[C:21]2[CH:24]=[C:25]([CH2:28][C:29]([N:33]([CH3:34])[CH3:32])=[O:31])[CH:26]=[CH:27][C:20]=12. Given the reactants C(P1(=O)OP(CCC)(=O)OP(CCC)(=O)O1)CC.[N:19]1[S:23][N:22]=[C:21]2[CH:24]=[C:25]([CH2:28][C:29]([OH:31])=O)[CH:26]=[CH:27][C:20]=12.[CH3:32][NH:33][CH3:34].C(=O)(O)[O-].[Na+], predict the reaction product. (4) The product is: [NH2:1][C:2]1[N:7]=[CH:6][N:5]=[C:4]2[N:8]([CH2:24][CH2:25][NH:26][C:27](=[O:31])[C:28]([C:29]#[N:30])=[CH:35][CH:34]3[CH2:32][CH2:33]3)[N:9]=[C:10]([C:11]3[CH:16]=[CH:15][C:14]([O:17][C:18]4[CH:23]=[CH:22][CH:21]=[CH:20][CH:19]=4)=[CH:13][CH:12]=3)[C:3]=12. Given the reactants [NH2:1][C:2]1[N:7]=[CH:6][N:5]=[C:4]2[N:8]([CH2:24][CH2:25][NH:26][C:27](=[O:31])[CH2:28][C:29]#[N:30])[N:9]=[C:10]([C:11]3[CH:16]=[CH:15][C:14]([O:17][C:18]4[CH:23]=[CH:22][CH:21]=[CH:20][CH:19]=4)=[CH:13][CH:12]=3)[C:3]=12.[CH2:32]1[CH:34]([CH:35](O)C#N)[CH2:33]1.N1CCCCC1.O, predict the reaction product. (5) Given the reactants [CH2:1]([O:3][C:4](=[O:32])[CH:5]([C:10]1[CH:11]=[C:12]([C:22]2[CH:27]=[CH:26][C:25]([C:28]([F:31])([F:30])[F:29])=[CH:24][CH:23]=2)[CH:13]=[C:14]([CH:16]2[CH2:21][CH2:20][CH2:19][NH:18][CH2:17]2)[CH:15]=1)[CH2:6][CH:7]([CH3:9])[CH3:8])[CH3:2].Br[CH2:34][C:35]1[CH:44]=[CH:43][C:42]2[C:37](=[CH:38][CH:39]=[CH:40][CH:41]=2)[CH:36]=1.C(N(C(C)C)CC)(C)C, predict the reaction product. The product is: [CH2:1]([O:3][C:4](=[O:32])[CH:5]([C:10]1[CH:11]=[C:12]([C:22]2[CH:23]=[CH:24][C:25]([C:28]([F:29])([F:30])[F:31])=[CH:26][CH:27]=2)[CH:13]=[C:14]([CH:16]2[CH2:21][CH2:20][CH2:19][N:18]([CH2:34][C:35]3[CH:44]=[CH:43][C:42]4[C:37](=[CH:38][CH:39]=[CH:40][CH:41]=4)[CH:36]=3)[CH2:17]2)[CH:15]=1)[CH2:6][CH:7]([CH3:9])[CH3:8])[CH3:2]. (6) Given the reactants [F:1][C:2]1[CH:7]=[CH:6][CH:5]=[CH:4][C:3]=1[C:8]1[CH:13]=[CH:12][C:11]([O:14][CH2:15][C:16]2[CH:21]=[CH:20][C:19]([C:22](=[O:24])[CH3:23])=[CH:18][CH:17]=2)=[CH:10][C:9]=1[C:25]([F:28])([F:27])[F:26].[Br:29]Br.O.C(=O)(O)[O-].[Na+], predict the reaction product. The product is: [Br:29][CH2:23][C:22]([C:19]1[CH:20]=[CH:21][C:16]([CH2:15][O:14][C:11]2[CH:12]=[CH:13][C:8]([C:3]3[CH:4]=[CH:5][CH:6]=[CH:7][C:2]=3[F:1])=[C:9]([C:25]([F:26])([F:27])[F:28])[CH:10]=2)=[CH:17][CH:18]=1)=[O:24].